This data is from Forward reaction prediction with 1.9M reactions from USPTO patents (1976-2016). The task is: Predict the product of the given reaction. (1) Given the reactants [Br:1][C:2]1[CH:7]=[CH:6][C:5]([NH:8][C:9]2[C:18]([C:19](O)=[O:20])=[CH:17][C:12]3[C:13]([CH3:16])=[N:14][O:15][C:11]=3[C:10]=2[F:22])=[C:4]([Cl:23])[CH:3]=1.C(N1C=CN=C1)(N1C=CN=C1)=O.[CH3:36][S:37]([NH2:40])(=[O:39])=[O:38].C1CCN2C(=NCCC2)CC1, predict the reaction product. The product is: [Br:1][C:2]1[CH:7]=[CH:6][C:5]([NH:8][C:9]2[C:18]([C:19]([NH:40][S:37]([CH3:36])(=[O:39])=[O:38])=[O:20])=[CH:17][C:12]3[C:13]([CH3:16])=[N:14][O:15][C:11]=3[C:10]=2[F:22])=[C:4]([Cl:23])[CH:3]=1. (2) Given the reactants [F:1][C:2]([F:14])([F:13])[O:3][C:4]1[CH:5]=[C:6](B(O)O)[CH:7]=[CH:8][CH:9]=1.Br[C:16]1[C:24]2[C:19](=[CH:20][C:21]([S:25]([N:28](CC3C=CC(OC)=CC=3OC)[C:29]3[S:33][N:32]=[CH:31][N:30]=3)(=[O:27])=[O:26])=[CH:22][CH:23]=2)[N:18]([CH3:45])[CH:17]=1, predict the reaction product. The product is: [CH3:45][N:18]1[C:19]2[C:24](=[CH:23][CH:22]=[C:21]([S:25]([NH:28][C:29]3[S:33][N:32]=[CH:31][N:30]=3)(=[O:26])=[O:27])[CH:20]=2)[C:16]([C:6]2[CH:7]=[CH:8][CH:9]=[C:4]([O:3][C:2]([F:14])([F:13])[F:1])[CH:5]=2)=[CH:17]1. (3) Given the reactants I[C:2]1[C:10]2[C:5](=[CH:6][C:7]([N+:12]([O-:14])=[O:13])=[CH:8][C:9]=2[CH3:11])[N:4]([CH:15]2[CH2:20][CH2:19][CH2:18][CH2:17][O:16]2)[N:3]=1.[CH3:21]B(O)O.C(=O)([O-])[O-].[Cs+].[Cs+], predict the reaction product. The product is: [CH3:21][C:2]1[C:10]2[C:5](=[CH:6][C:7]([N+:12]([O-:14])=[O:13])=[CH:8][C:9]=2[CH3:11])[N:4]([CH:15]2[CH2:20][CH2:19][CH2:18][CH2:17][O:16]2)[N:3]=1. (4) Given the reactants CO.[N+:3]([C:6]1[CH:30]=[CH:29][C:9]([C:10]([NH:12][C:13]2[CH:21]=[C:20]([O:22][C:23]3[CH:28]=[CH:27][CH:26]=[CH:25][CH:24]=3)[CH:19]=[CH:18][C:14]=2[C:15]([OH:17])=[O:16])=[O:11])=[CH:8][CH:7]=1)([O-])=O, predict the reaction product. The product is: [NH2:3][C:6]1[CH:7]=[CH:8][C:9]([C:10]([NH:12][C:13]2[CH:21]=[C:20]([O:22][C:23]3[CH:28]=[CH:27][CH:26]=[CH:25][CH:24]=3)[CH:19]=[CH:18][C:14]=2[C:15]([OH:17])=[O:16])=[O:11])=[CH:29][CH:30]=1.